From a dataset of Forward reaction prediction with 1.9M reactions from USPTO patents (1976-2016). Predict the product of the given reaction. Given the reactants [Br:1][C:2]1[C:9]([OH:10])=[CH:8][CH:7]=[CH:6][C:3]=1[CH:4]=[O:5].CS(O[CH2:16][CH2:17][CH2:18][NH:19][C:20]([O:22][C:23]([CH3:26])([CH3:25])[CH3:24])=[O:21])(=O)=O.C([O-])([O-])=O.[Cs+].[Cs+], predict the reaction product. The product is: [Br:1][C:2]1[C:3]([CH:4]=[O:5])=[CH:6][CH:7]=[CH:8][C:9]=1[O:10][CH2:16][CH2:17][CH2:18][NH:19][C:20](=[O:21])[O:22][C:23]([CH3:26])([CH3:25])[CH3:24].